The task is: Predict the reaction yield, written as a fraction of the theoretical maximum amount of product (1.0 means a 100% yield; for example, 0.34 means a 34% yield).. This data is from Reaction yield outcomes from USPTO patents with 853,638 reactions. The reactants are [I:1][C:2]1[C:10]2[C:5](=[CH:6][CH:7]=[CH:8][C:9]=2[N+:11]([O-:13])=[O:12])[NH:4][N:3]=1.C(N=C(N(C)C)N(C)C)(C)(C)C.Cl.Cl[CH2:28][C:29]1[CH:34]=[CH:33][C:32]([C:35]([F:38])([F:37])[F:36])=[CH:31][N:30]=1. The catalyst is CC#N. The product is [I:1][C:2]1[C:10]2[C:5](=[CH:6][CH:7]=[CH:8][C:9]=2[N+:11]([O-:13])=[O:12])[N:4]([CH2:28][C:29]2[CH:34]=[CH:33][C:32]([C:35]([F:37])([F:36])[F:38])=[CH:31][N:30]=2)[N:3]=1. The yield is 0.540.